This data is from Reaction yield outcomes from USPTO patents with 853,638 reactions. The task is: Predict the reaction yield, written as a fraction of the theoretical maximum amount of product (1.0 means a 100% yield; for example, 0.34 means a 34% yield). (1) The reactants are [CH:1]([O:4][CH2:5][CH2:6][NH:7][C:8](=O)[CH:9]([CH3:11])[CH3:10])([CH3:3])[CH3:2].[H-].[H-].[H-].[H-].[Li+].[Al+3]. The catalyst is C1COCC1. The product is [CH:1]([O:4][CH2:5][CH2:6][NH:7][CH2:8][CH:9]([CH3:11])[CH3:10])([CH3:3])[CH3:2]. The yield is 0.830. (2) The reactants are [Br:1][C:2]1[CH:3]=[CH:4][C:5]([O:10][CH3:11])=[C:6]([CH:9]=1)C=O.ClC1C=C(C=CC=1)C(OO)=[O:17]. The catalyst is C(Cl)Cl. The product is [Br:1][C:2]1[CH:3]=[CH:4][C:5]([O:10][CH3:11])=[C:6]([OH:17])[CH:9]=1. The yield is 0.370. (3) The reactants are [NH2:1][C:2]1[C:7](I)=[CH:6][C:5]([Br:9])=[CH:4][N:3]=1.C(N(CC)CC)C.[CH3:17][C:18]([CH3:22])([OH:21])[C:19]#[CH:20]. The catalyst is ClCCl.[Cu]I. The product is [NH2:1][C:2]1[C:7]([C:20]#[C:19][C:18]([CH3:22])([OH:21])[CH3:17])=[CH:6][C:5]([Br:9])=[CH:4][N:3]=1. The yield is 0.820. (4) The reactants are [NH:1]1[C:5]2[CH:6]=[CH:7][CH:8]=[CH:9][C:4]=2[N:3]=[N:2]1.[H-].[Na+].[Cl:12][C:13]1[N:18]=[C:17](Cl)[C:16]([Cl:20])=[CH:15][N:14]=1. The catalyst is CN(C=O)C. The product is [Cl:12][C:13]1[N:18]=[C:17]([N:1]2[C:5]3[CH:6]=[CH:7][CH:8]=[CH:9][C:4]=3[N:3]=[N:2]2)[C:16]([Cl:20])=[CH:15][N:14]=1. The yield is 0.340. (5) The reactants are [F:1][C:2]1[CH:26]=[CH:25][CH:24]=[C:23]([F:27])[C:3]=1[C:4]([NH:6][C:7]1[C:8]([C:12]2[NH:16][C:15]3[CH:17]=[CH:18][C:19]([CH:21]=O)=[CH:20][C:14]=3[N:13]=2)=[N:9][NH:10][CH:11]=1)=[O:5].[NH:28]1[CH2:33][CH2:32][O:31][CH2:30][CH2:29]1.CO. The catalyst is C1COCC1.CCOC(C)=O. The product is [F:27][C:23]1[CH:24]=[CH:25][CH:26]=[C:2]([F:1])[C:3]=1[C:4]([NH:6][C:7]1[C:8]([C:12]2[NH:16][C:15]3[CH:17]=[CH:18][C:19]([CH2:21][N:28]4[CH2:33][CH2:32][O:31][CH2:30][CH2:29]4)=[CH:20][C:14]=3[N:13]=2)=[N:9][NH:10][CH:11]=1)=[O:5]. The yield is 0.100. (6) The reactants are C([O:8][C:9]1[C:14]([C:15]2[CH:20]=[C:19]([CH:21]=[CH:22][C:23]3[CH:28]=[CH:27][C:26]([N+:29]([O-])=O)=[CH:25][CH:24]=3)[C:18]([O:32][CH3:33])=[C:17]([C:34]([CH3:37])([CH3:36])[CH3:35])[CH:16]=2)=[CH:13][CH:12]=[C:11]([CH3:38])[N:10]=1)C1C=CC=CC=1. The catalyst is CCOC(C)=O.CO.[OH-].[OH-].[Pd+2]. The product is [NH2:29][C:26]1[CH:27]=[CH:28][C:23]([CH2:22][CH2:21][C:19]2[CH:20]=[C:15]([C:14]3[C:9](=[O:8])[NH:10][C:11]([CH3:38])=[CH:12][CH:13]=3)[CH:16]=[C:17]([C:34]([CH3:37])([CH3:36])[CH3:35])[C:18]=2[O:32][CH3:33])=[CH:24][CH:25]=1. The yield is 0.490. (7) The reactants are [Br:1][C:2]1[CH:3]=[C:4](F)[C:5]([N+:13]([O-:15])=[O:14])=[C:6]([N:8]2[CH:12]=[CH:11][CH:10]=[N:9]2)[CH:7]=1.[NH3:17]. The catalyst is C(O)C.CO. The product is [Br:1][C:2]1[CH:7]=[C:6]([N:8]2[CH:12]=[CH:11][CH:10]=[N:9]2)[C:5]([N+:13]([O-:15])=[O:14])=[C:4]([NH2:17])[CH:3]=1. The yield is 0.860.